Dataset: NCI-60 drug combinations with 297,098 pairs across 59 cell lines. Task: Regression. Given two drug SMILES strings and cell line genomic features, predict the synergy score measuring deviation from expected non-interaction effect. (1) Drug 1: CCC1(CC2CC(C3=C(CCN(C2)C1)C4=CC=CC=C4N3)(C5=C(C=C6C(=C5)C78CCN9C7C(C=CC9)(C(C(C8N6C)(C(=O)OC)O)OC(=O)C)CC)OC)C(=O)OC)O.OS(=O)(=O)O. Drug 2: C(CCl)NC(=O)N(CCCl)N=O. Cell line: HOP-62. Synergy scores: CSS=0.970, Synergy_ZIP=-1.17, Synergy_Bliss=-0.848, Synergy_Loewe=-3.43, Synergy_HSA=-2.88. (2) Drug 1: CC1=C2C(C(=O)C3(C(CC4C(C3C(C(C2(C)C)(CC1OC(=O)C(C(C5=CC=CC=C5)NC(=O)OC(C)(C)C)O)O)OC(=O)C6=CC=CC=C6)(CO4)OC(=O)C)OC)C)OC. Drug 2: C1=CN(C=N1)CC(O)(P(=O)(O)O)P(=O)(O)O. Cell line: CAKI-1. Synergy scores: CSS=31.1, Synergy_ZIP=-2.80, Synergy_Bliss=-5.18, Synergy_Loewe=-9.10, Synergy_HSA=-2.07. (3) Drug 1: CCC1=C2CN3C(=CC4=C(C3=O)COC(=O)C4(CC)O)C2=NC5=C1C=C(C=C5)O. Drug 2: C1CN1C2=NC(=NC(=N2)N3CC3)N4CC4. Cell line: CAKI-1. Synergy scores: CSS=69.0, Synergy_ZIP=-0.658, Synergy_Bliss=-2.46, Synergy_Loewe=-8.87, Synergy_HSA=5.14. (4) Drug 1: CC12CCC3C(C1CCC2O)C(CC4=C3C=CC(=C4)O)CCCCCCCCCS(=O)CCCC(C(F)(F)F)(F)F. Drug 2: CC(C)(C#N)C1=CC(=CC(=C1)CN2C=NC=N2)C(C)(C)C#N. Cell line: NCI-H322M. Synergy scores: CSS=-0.221, Synergy_ZIP=-1.19, Synergy_Bliss=-3.17, Synergy_Loewe=-6.58, Synergy_HSA=-5.17. (5) Drug 1: CC1=C(N=C(N=C1N)C(CC(=O)N)NCC(C(=O)N)N)C(=O)NC(C(C2=CN=CN2)OC3C(C(C(C(O3)CO)O)O)OC4C(C(C(C(O4)CO)O)OC(=O)N)O)C(=O)NC(C)C(C(C)C(=O)NC(C(C)O)C(=O)NCCC5=NC(=CS5)C6=NC(=CS6)C(=O)NCCC[S+](C)C)O. Drug 2: CN1C2=C(C=C(C=C2)N(CCCl)CCCl)N=C1CCCC(=O)O.Cl. Cell line: HS 578T. Synergy scores: CSS=13.6, Synergy_ZIP=-1.73, Synergy_Bliss=2.30, Synergy_Loewe=-9.94, Synergy_HSA=0.699. (6) Drug 1: CC1=C2C(C(=O)C3(C(CC4C(C3C(C(C2(C)C)(CC1OC(=O)C(C(C5=CC=CC=C5)NC(=O)OC(C)(C)C)O)O)OC(=O)C6=CC=CC=C6)(CO4)OC(=O)C)O)C)O. Drug 2: CCN(CC)CCCC(C)NC1=C2C=C(C=CC2=NC3=C1C=CC(=C3)Cl)OC. Cell line: SF-268. Synergy scores: CSS=40.0, Synergy_ZIP=-4.85, Synergy_Bliss=-0.785, Synergy_Loewe=-40.0, Synergy_HSA=1.69. (7) Drug 1: CC1=C(C=C(C=C1)NC2=NC=CC(=N2)N(C)C3=CC4=NN(C(=C4C=C3)C)C)S(=O)(=O)N.Cl. Drug 2: C1CCC(C1)C(CC#N)N2C=C(C=N2)C3=C4C=CNC4=NC=N3. Cell line: OVCAR3. Synergy scores: CSS=-1.08, Synergy_ZIP=2.19, Synergy_Bliss=5.11, Synergy_Loewe=1.84, Synergy_HSA=0.554. (8) Drug 1: C1CN1C2=NC(=NC(=N2)N3CC3)N4CC4. Drug 2: C1CNP(=O)(OC1)N(CCCl)CCCl. Cell line: COLO 205. Synergy scores: CSS=15.2, Synergy_ZIP=0.388, Synergy_Bliss=0.406, Synergy_Loewe=-33.4, Synergy_HSA=-1.78.